This data is from NCI-60 drug combinations with 297,098 pairs across 59 cell lines. The task is: Regression. Given two drug SMILES strings and cell line genomic features, predict the synergy score measuring deviation from expected non-interaction effect. (1) Drug 1: CC1C(C(=O)NC(C(=O)N2CCCC2C(=O)N(CC(=O)N(C(C(=O)O1)C(C)C)C)C)C(C)C)NC(=O)C3=C4C(=C(C=C3)C)OC5=C(C(=O)C(=C(C5=N4)C(=O)NC6C(OC(=O)C(N(C(=O)CN(C(=O)C7CCCN7C(=O)C(NC6=O)C(C)C)C)C)C(C)C)C)N)C. Drug 2: COC1=NC(=NC2=C1N=CN2C3C(C(C(O3)CO)O)O)N. Cell line: SF-268. Synergy scores: CSS=-2.53, Synergy_ZIP=1.64, Synergy_Bliss=1.81, Synergy_Loewe=-2.46, Synergy_HSA=-2.67. (2) Drug 1: CCCS(=O)(=O)NC1=C(C(=C(C=C1)F)C(=O)C2=CNC3=C2C=C(C=N3)C4=CC=C(C=C4)Cl)F. Drug 2: C1=CC(=CC=C1CC(C(=O)O)N)N(CCCl)CCCl.Cl. Cell line: T-47D. Synergy scores: CSS=12.0, Synergy_ZIP=-2.73, Synergy_Bliss=1.98, Synergy_Loewe=-6.05, Synergy_HSA=-1.36.